From a dataset of Catalyst prediction with 721,799 reactions and 888 catalyst types from USPTO. Predict which catalyst facilitates the given reaction. Reactant: [F:1][C:2]1[C:7]([F:8])=[CH:6][CH:5]=[CH:4][C:3]=1[NH:9][C:10]1[CH:15]=[CH:14][N:13]=[CH:12][C:11]=1[N+:16]([O-])=O.[H][H]. Product: [F:1][C:2]1[C:7]([F:8])=[CH:6][CH:5]=[CH:4][C:3]=1[NH:9][C:10]1[CH:15]=[CH:14][N:13]=[CH:12][C:11]=1[NH2:16]. The catalyst class is: 19.